Task: Predict the reaction yield, written as a fraction of the theoretical maximum amount of product (1.0 means a 100% yield; for example, 0.34 means a 34% yield).. Dataset: Reaction yield outcomes from USPTO patents with 853,638 reactions (1) The reactants are F[C:2]1[C:11]2[C:6](=[CH:7][CH:8]=[CH:9][CH:10]=2)[C:5]([S:12]([N:15]2[C:24]3[C:19](=[CH:20][CH:21]=[CH:22][CH:23]=3)[CH2:18][CH2:17][CH2:16]2)(=[O:14])=[O:13])=[CH:4][CH:3]=1.[NH:25]1[CH2:30][CH2:29][NH:28][CH2:27][CH2:26]1.O.[ClH:32]. The catalyst is CS(C)=O.CO.C(OCC)C. The product is [ClH:32].[N:15]1([S:12]([C:5]2[C:6]3[C:11](=[CH:10][CH:9]=[CH:8][CH:7]=3)[C:2]([N:25]3[CH2:30][CH2:29][NH:28][CH2:27][CH2:26]3)=[CH:3][CH:4]=2)(=[O:14])=[O:13])[C:24]2[C:19](=[CH:20][CH:21]=[CH:22][CH:23]=2)[CH2:18][CH2:17][CH2:16]1. The yield is 0.830. (2) The reactants are CON(C)[C:4]([C@@H:6]([N:11]([CH3:19])[C:12](=[O:18])[O:13][C:14]([CH3:17])([CH3:16])[CH3:15])[CH2:7][CH2:8][CH2:9][CH3:10])=O.[C:21]([CH2:26][CH:27]=P(C1C=CC=CC=1)(C1C=CC=CC=1)C1C=CC=CC=1)([O:23][CH2:24][CH3:25])=[O:22]. The catalyst is C(Cl)Cl. The product is [C:14]([O:13][C:12]([N:11]([CH3:19])[C@@H:6]([CH2:7][CH2:8][CH2:9][CH3:10])/[CH:4]=[C:26](\[CH3:27])/[C:21]([O:23][CH2:24][CH3:25])=[O:22])=[O:18])([CH3:15])([CH3:16])[CH3:17]. The yield is 0.796. (3) The reactants are NC(N)=O.[CH2:5]([NH:8][S:9]([C:12]1[C:17]([Cl:18])=[CH:16][CH:15]=[C:14]([NH2:19])[C:13]=1[OH:20])(=[O:11])=[O:10])[CH2:6][CH3:7].[Br:21][C:22]1[CH:27]=[CH:26][CH:25]=[CH:24][C:23]=1[N:28]=[C:29]=[O:30]. No catalyst specified. The product is [Br:21][C:22]1[CH:27]=[CH:26][CH:25]=[CH:24][C:23]=1[NH:28][C:29]([NH:19][C:14]1[CH:15]=[CH:16][C:17]([Cl:18])=[C:12]([S:9]([NH:8][CH2:5][CH2:6][CH3:7])(=[O:11])=[O:10])[C:13]=1[OH:20])=[O:30]. The yield is 0.460. (4) The reactants are [CH3:1][CH:2]1[CH2:7][CH2:6][CH2:5][CH2:4][CH:3]1[CH2:8][OH:9].C(=O)([O-])[O-].[Cs+].[Cs+].[Cl:16][C:17]1[C:18](F)=[CH:19][C:20]([F:30])=[C:21]([CH:29]=1)[C:22]([O:24][C:25]([CH3:28])([CH3:27])[CH3:26])=[O:23].Cl. The catalyst is CS(C)=O. The product is [Cl:16][C:17]1[C:18]([O:9][CH2:8][CH:3]2[CH2:4][CH2:5][CH2:6][CH2:7][CH:2]2[CH3:1])=[CH:19][C:20]([F:30])=[C:21]([CH:29]=1)[C:22]([O:24][C:25]([CH3:26])([CH3:27])[CH3:28])=[O:23]. The yield is 0.720. (5) The reactants are [Cl:1][C:2]1[C:3]([NH:37][CH:38]2[CH:43]3[CH2:44][CH2:45][CH:40]([CH2:41][CH2:42]3)[CH:39]2[C:46]([O:48][CH3:49])=[O:47])=[N:4][C:5]([C:8]2[C:16]3[C:11](=[N:12][CH:13]=[C:14]([F:17])[CH:15]=3)[N:10](C(C3C=CC=CC=3)(C3C=CC=CC=3)C3C=CC=CC=3)[N:9]=2)=[N:6][CH:7]=1.[SiH](CC)(CC)CC.FC(F)(F)C(O)=O. The catalyst is C(Cl)Cl. The product is [Cl:1][C:2]1[C:3]([NH:37][CH:38]2[CH:43]3[CH2:42][CH2:41][CH:40]([CH2:45][CH2:44]3)[CH:39]2[C:46]([O:48][CH3:49])=[O:47])=[N:4][C:5]([C:8]2[C:16]3[C:11](=[N:12][CH:13]=[C:14]([F:17])[CH:15]=3)[NH:10][N:9]=2)=[N:6][CH:7]=1. The yield is 0.660. (6) The reactants are Br[CH2:2][C:3]([O:5][CH2:6][CH3:7])=[O:4].C=C[C@@H]1[C@@H]2C[C@H]([C@@H](O)C3C4C(=CC=CC=4)N=CC=3)N(CC2)C1.N1C=CC=CC=1.[CH3:36][NH:37][C:38]([C:40]1[CH:49]=[CH:48][C:47]2[C:42](=[CH:43][CH:44]=[C:45]([C:50]([C:52]3[N:53]=[CH:54][N:55]([C:57]([C:70]4[CH:75]=[CH:74][CH:73]=[CH:72][CH:71]=4)([C:64]4[CH:69]=[CH:68][CH:67]=[CH:66][CH:65]=4)[C:58]4[CH:63]=[CH:62][CH:61]=[CH:60][CH:59]=4)[CH:56]=3)=[O:51])[CH:46]=2)[CH:41]=1)=[O:39]. The catalyst is C1COCC1.C(OCC)(=O)C.Cl. The product is [OH:51][C@@:50]([C:45]1[CH:44]=[CH:43][C:42]2[C:47](=[CH:48][CH:49]=[C:40]([C:38]([NH:37][CH3:36])=[O:39])[CH:41]=2)[CH:46]=1)([C:52]1[N:53]=[CH:54][N:55]([C:57]([C:58]2[CH:63]=[CH:62][CH:61]=[CH:60][CH:59]=2)([C:70]2[CH:71]=[CH:72][CH:73]=[CH:74][CH:75]=2)[C:64]2[CH:69]=[CH:68][CH:67]=[CH:66][CH:65]=2)[CH:56]=1)[CH2:2][C:3]([O:5][CH2:6][CH3:7])=[O:4]. The yield is 0.680. (7) The reactants are [Cl:1][C:2]1[CH:11]=[CH:10][C:9]2[C:4](=[CH:5][CH:6]=[C:7](B3OC(C)(C)C(C)(C)O3)[CH:8]=2)[N:3]=1.I[C:22]1[N:23]=[C:24]([C@@H:27]2[CH2:39][N:37]3[C:38]4[CH:30]([C@@H:31]([NH:40][C:41](=[O:44])[O:42][CH3:43])[CH2:32][CH2:33][C:34]=4[CH:35]=[CH:36]3)[C:29](=[O:45])[CH2:28]2)[NH:25][CH:26]=1.C(=O)(O)[O-].[Na+].C1(C)C=CC=CC=1. The product is [Cl:1][C:2]1[CH:11]=[CH:10][C:9]2[C:4](=[CH:5][CH:6]=[C:7]([C:22]3[N:23]=[C:24]([C@@H:27]4[CH2:39][N:37]5[C:38]6[CH:30]([C@@H:31]([NH:40][C:41](=[O:44])[O:42][CH3:43])[CH2:32][CH2:33][C:34]=6[CH:35]=[CH:36]5)[C:29](=[O:45])[CH2:28]4)[NH:25][CH:26]=3)[CH:8]=2)[N:3]=1. The yield is 0.480. The catalyst is O.C(O)C.